From a dataset of Full USPTO retrosynthesis dataset with 1.9M reactions from patents (1976-2016). Predict the reactants needed to synthesize the given product. Given the product [NH2:27][C@@H:24]1[CH2:25][CH2:26][N:22]([C:20]([C:16]2[CH:15]=[C:14]3[C:19]([C:11]([S:9]([CH3:8])=[O:10])=[CH:12][N:13]3[C:35]3[N:40]=[CH:39][C:38]([C:41]4[CH:46]=[CH:45][CH:44]=[CH:43][CH:42]=4)=[CH:37][N:36]=3)=[CH:18][CH:17]=2)=[O:21])[CH2:23]1, predict the reactants needed to synthesize it. The reactants are: C(O)(C(F)(F)F)=O.[CH3:8][S:9]([C:11]1[C:19]2[C:14](=[CH:15][C:16]([C:20]([N:22]3[CH2:26][CH2:25][C@@H:24]([NH:27]C(=O)OC(C)(C)C)[CH2:23]3)=[O:21])=[CH:17][CH:18]=2)[N:13]([C:35]2[N:40]=[CH:39][C:38]([C:41]3[CH:46]=[CH:45][CH:44]=[CH:43][CH:42]=3)=[CH:37][N:36]=2)[CH:12]=1)=[O:10].